Task: Regression. Given a peptide amino acid sequence and an MHC pseudo amino acid sequence, predict their binding affinity value. This is MHC class I binding data.. Dataset: Peptide-MHC class I binding affinity with 185,985 pairs from IEDB/IMGT The peptide sequence is QEAYEQAVA. The MHC is HLA-B44:03 with pseudo-sequence HLA-B44:03. The binding affinity (normalized) is 0.184.